This data is from Cav3 T-type calcium channel HTS with 100,875 compounds. The task is: Binary Classification. Given a drug SMILES string, predict its activity (active/inactive) in a high-throughput screening assay against a specified biological target. (1) The molecule is O(c1cc(ccc1)C(O)=O)c1cc(c(cc1)C#N)C#N. The result is 0 (inactive). (2) The compound is Clc1ccc(c2nc(sc2)N(CCCN2CCOCC2)C(=O)c2occc2)cc1. The result is 0 (inactive). (3) The molecule is Clc1cc(N2C(=O)C(NCC(OCC)=O)CC2=O)ccc1. The result is 0 (inactive). (4) The drug is s1c2n(nc1C)c(=O)c(NC(=O)c1ccc(F)cc1)cn2. The result is 0 (inactive). (5) The compound is S(=O)(=O)(N(Cc1occc1)CC(=O)Nc1ccccc1)c1ccc(S(=O)(=O)N(C)C)cc1. The result is 0 (inactive).